This data is from NCI-60 drug combinations with 297,098 pairs across 59 cell lines. The task is: Regression. Given two drug SMILES strings and cell line genomic features, predict the synergy score measuring deviation from expected non-interaction effect. (1) Drug 1: C1=NC2=C(N1)C(=S)N=C(N2)N. Drug 2: C1=CC=C(C(=C1)C(C2=CC=C(C=C2)Cl)C(Cl)Cl)Cl. Cell line: KM12. Synergy scores: CSS=44.4, Synergy_ZIP=-4.19, Synergy_Bliss=0.571, Synergy_Loewe=-9.74, Synergy_HSA=2.10. (2) Drug 2: CC1=C(C(CCC1)(C)C)C=CC(=CC=CC(=CC(=O)O)C)C. Drug 1: C1CCC(C1)C(CC#N)N2C=C(C=N2)C3=C4C=CNC4=NC=N3. Cell line: ACHN. Synergy scores: CSS=18.4, Synergy_ZIP=-0.585, Synergy_Bliss=4.70, Synergy_Loewe=3.38, Synergy_HSA=5.66. (3) Drug 1: C1=NC2=C(N1)C(=S)N=CN2. Drug 2: CC1CCC2CC(C(=CC=CC=CC(CC(C(=O)C(C(C(=CC(C(=O)CC(OC(=O)C3CCCCN3C(=O)C(=O)C1(O2)O)C(C)CC4CCC(C(C4)OC)O)C)C)O)OC)C)C)C)OC. Cell line: NCI/ADR-RES. Synergy scores: CSS=4.04, Synergy_ZIP=-3.30, Synergy_Bliss=-2.01, Synergy_Loewe=-2.56, Synergy_HSA=-1.85. (4) Drug 1: C1=NC2=C(N1)C(=S)N=CN2. Drug 2: CC(C)CN1C=NC2=C1C3=CC=CC=C3N=C2N. Cell line: MDA-MB-231. Synergy scores: CSS=19.9, Synergy_ZIP=-0.905, Synergy_Bliss=-0.978, Synergy_Loewe=-1.19, Synergy_HSA=-0.626. (5) Drug 1: C1=NC2=C(N1)C(=S)N=C(N2)N. Drug 2: CCC1(CC2CC(C3=C(CCN(C2)C1)C4=CC=CC=C4N3)(C5=C(C=C6C(=C5)C78CCN9C7C(C=CC9)(C(C(C8N6C)(C(=O)OC)O)OC(=O)C)CC)OC)C(=O)OC)O.OS(=O)(=O)O. Cell line: MCF7. Synergy scores: CSS=39.4, Synergy_ZIP=-10.8, Synergy_Bliss=-6.81, Synergy_Loewe=-5.13, Synergy_HSA=-2.58. (6) Drug 1: C1C(C(OC1N2C=C(C(=O)NC2=O)F)CO)O. Drug 2: CC1=C(C=C(C=C1)C(=O)NC2=CC(=CC(=C2)C(F)(F)F)N3C=C(N=C3)C)NC4=NC=CC(=N4)C5=CN=CC=C5. Cell line: RPMI-8226. Synergy scores: CSS=38.1, Synergy_ZIP=2.53, Synergy_Bliss=3.59, Synergy_Loewe=-21.8, Synergy_HSA=1.39.